Predict the product of the given reaction. From a dataset of Forward reaction prediction with 1.9M reactions from USPTO patents (1976-2016). (1) Given the reactants [NH2:1][C:2]1[C:7]([CH:8]=[O:9])=[C:6]([CH:10]2[CH2:12][CH2:11]2)[N:5]=[C:4](Cl)[CH:3]=1.[NH:14]1[CH2:19][CH2:18][CH2:17]C[C:15]1=[O:20].CC1(C)C2C=CC=C(P(C3C=CC=CC=3)C3C=CC=CC=3)C=2OC2C1=CC=CC=2P(C1C=CC=CC=1)C1C=CC=CC=1.C(=O)([O-])[O-].[Cs+].[Cs+], predict the reaction product. The product is: [NH2:1][C:2]1[C:7]([CH:8]=[O:9])=[C:6]([CH:10]2[CH2:12][CH2:11]2)[N:5]=[C:4]([N:14]2[CH2:19][CH2:18][CH2:17][C:15]2=[O:20])[CH:3]=1. (2) Given the reactants C(Cl)(=O)OC(Cl)C.C([N:15]1[CH2:19][CH2:18][C:17]([S:36]([C:39]2[CH:44]=[CH:43][CH:42]=[C:41]([Br:45])[CH:40]=2)(=[O:38])=[O:37])([C:20]2[CH:25]=[CH:24][C:23]([C:26]([F:35])([C:31]([F:34])([F:33])[F:32])[C:27]([F:30])([F:29])[F:28])=[CH:22][CH:21]=2)[CH2:16]1)C1C=CC=CC=1, predict the reaction product. The product is: [Br:45][C:41]1[CH:40]=[C:39]([S:36]([C:17]2([C:20]3[CH:21]=[CH:22][C:23]([C:26]([F:35])([C:27]([F:28])([F:29])[F:30])[C:31]([F:34])([F:33])[F:32])=[CH:24][CH:25]=3)[CH2:18][CH2:19][NH:15][CH2:16]2)(=[O:37])=[O:38])[CH:44]=[CH:43][CH:42]=1.